Dataset: Full USPTO retrosynthesis dataset with 1.9M reactions from patents (1976-2016). Task: Predict the reactants needed to synthesize the given product. (1) Given the product [CH3:12][N:1]1[CH:5]=[CH:4][C:3]([CH:6]=[CH:7][C:8]#[N:9])=[CH:2]1, predict the reactants needed to synthesize it. The reactants are: [NH:1]1[CH:5]=[CH:4][C:3]([CH:6]=[CH:7][C:8]#[N:9])=[CH:2]1.[H-].[Na+].[CH3:12]I. (2) Given the product [C:1]([Si:5]([C:44]1[CH:49]=[CH:48][CH:47]=[CH:46][CH:45]=1)([C:50]1[CH:51]=[CH:52][CH:53]=[CH:54][CH:55]=1)[O:6][CH:7]1[C:11]([C:16]([C:23]2[CH:28]=[CH:27][CH:26]=[CH:25][CH:24]=2)([C:29]2[CH:34]=[CH:33][CH:32]=[CH:31][CH:30]=2)[O:17][SiH2:18][C:19]([CH3:22])([CH3:21])[CH3:20])([CH2:12][O:13][N:14]=[CH2:15])[O:10][CH:9]([N:35]2[CH:40]=[CH:39][C:38](=[O:41])[NH:37][C:36]2=[O:42])[CH:8]1[O:43][S:60]([CH3:59])(=[O:62])=[O:61])([CH3:2])([CH3:3])[CH3:4], predict the reactants needed to synthesize it. The reactants are: [C:1]([Si:5]([C:50]1[CH:55]=[CH:54][CH:53]=[CH:52][CH:51]=1)([C:44]1[CH:49]=[CH:48][CH:47]=[CH:46][CH:45]=1)[O:6][CH:7]1[C:11]([C:16]([C:29]2[CH:34]=[CH:33][CH:32]=[CH:31][CH:30]=2)([C:23]2[CH:28]=[CH:27][CH:26]=[CH:25][CH:24]=2)[O:17][SiH2:18][C:19]([CH3:22])([CH3:21])[CH3:20])([CH2:12][O:13][N:14]=[CH2:15])[O:10][CH:9]([N:35]2[CH:40]=[CH:39][C:38](=[O:41])[NH:37][C:36]2=[O:42])[CH:8]1[OH:43])([CH3:4])([CH3:3])[CH3:2].ClCCl.[CH3:59][S:60](Cl)(=[O:62])=[O:61]. (3) Given the product [CH:21]([CH:10]([CH2:7][CH:8]=[CH2:9])[C:11]([O:13][CH2:14][CH3:15])=[O:12])([CH2:23][CH3:24])[CH3:22], predict the reactants needed to synthesize it. The reactants are: [Cl-].[Li+].CS(C)=O.[CH2:7]([C:10]([CH:21]([CH2:23][CH3:24])[CH3:22])(C(OCC)=O)[C:11]([O:13][CH2:14][CH3:15])=[O:12])[CH:8]=[CH2:9]. (4) Given the product [Br:1][C:2]1[CH:3]=[CH:4][C:5]([O:8][C:9]2[CH:10]=[C:11]([CH:12]=[CH:13][CH:14]=2)/[CH:15]=[C:16]2/[CH:17]([CH3:22])[CH2:18][N:19]([C:39]([NH:38][C:34]3[CH:33]=[N:32][CH:37]=[CH:36][CH:35]=3)=[O:40])[CH2:20][CH2:21]/2)=[N:6][CH:7]=1, predict the reactants needed to synthesize it. The reactants are: [Br:1][C:2]1[CH:3]=[CH:4][C:5]([O:8][C:9]2[CH:14]=[CH:13][CH:12]=[C:11]([CH:15]=[C:16]3[CH2:21][CH2:20][NH:19][CH2:18][CH:17]3[CH3:22])[CH:10]=2)=[N:6][CH:7]=1.C(N(C(C)C)CC)(C)C.[N:32]1[CH:37]=[CH:36][CH:35]=[C:34]([NH:38][C:39](=O)[O:40]C2C=CC=CC=2)[CH:33]=1. (5) Given the product [F:23][C:24]1[CH:32]=[C:31]([CH2:33][N:19]2[CH2:20][CH2:21][CH:16]([NH:15][C:13]([C:7]3[O:8][C:9]4[C:4]([C:5](=[O:22])[CH:6]=3)=[CH:3][CH:2]=[C:11]([F:35])[CH:10]=4)=[O:14])[CH2:17][CH2:18]2)[CH:30]=[CH:29][C:25]=1[C:26]([OH:28])=[O:27], predict the reactants needed to synthesize it. The reactants are: F[C:2]1[CH:3]=[C:4]2[C:9](=[CH:10][C:11]=1Cl)[O:8][C:7]([C:13]([NH:15][CH:16]1[CH2:21][CH2:20][NH:19][CH2:18][CH2:17]1)=[O:14])=[CH:6][C:5]2=[O:22].[F:23][C:24]1[CH:32]=[C:31]([CH:33]=O)[CH:30]=[CH:29][C:25]=1[C:26]([OH:28])=[O:27].[F:35]C1C=C(C=CC=1OCCCN1CCCCC1)C=O. (6) Given the product [C:20]([O:19][C:17]([N:13]1[CH2:14][CH2:15][N:10]([C:7]2[CH:6]=[CH:5][C:4]([N+:1]([O-:3])=[O:2])=[CH:9][CH:8]=2)[CH2:11][CH2:12]1)=[O:16])([CH3:23])([CH3:22])[CH3:21], predict the reactants needed to synthesize it. The reactants are: [N+:1]([C:4]1[CH:9]=[CH:8][C:7]([N:10]2[CH2:15][CH2:14][NH:13][CH2:12][CH2:11]2)=[CH:6][CH:5]=1)([O-:3])=[O:2].[O:16](C(OC(C)(C)C)=O)[C:17]([O:19][C:20]([CH3:23])([CH3:22])[CH3:21])=O.